From a dataset of Forward reaction prediction with 1.9M reactions from USPTO patents (1976-2016). Predict the product of the given reaction. (1) Given the reactants [F:1][CH:2]([F:8])[C:3](OCC)=[O:4].C[O-].[Na+].[F:12][C:13]1[CH:14]=[C:15]([C:21](=[O:23])[CH3:22])[CH:16]=[CH:17][C:18]=1[O:19][CH3:20].Cl, predict the reaction product. The product is: [F:1][CH:2]([F:8])[C:3](=[O:4])[CH2:22][C:21]([C:15]1[CH:16]=[CH:17][C:18]([O:19][CH3:20])=[C:13]([F:12])[CH:14]=1)=[O:23]. (2) Given the reactants C[N:2](C)[CH:3]=[CH:4][C:5]([C:7]1[C:12](=[O:13])[CH:11]=[CH:10][N:9]([C:14]2[CH:19]=[CH:18][CH:17]=[C:16]([C:20]([F:23])([F:22])[F:21])[CH:15]=2)[N:8]=1)=O.[NH:25]([C:27]1[CH:32]=[CH:31][CH:30]=[CH:29][N:28]=1)N.CCN(CC)CC, predict the reaction product. The product is: [N:28]1[CH:29]=[CH:30][CH:31]=[CH:32][C:27]=1[N:25]1[C:5]([C:7]2[C:12](=[O:13])[CH:11]=[CH:10][N:9]([C:14]3[CH:19]=[CH:18][CH:17]=[C:16]([C:20]([F:23])([F:22])[F:21])[CH:15]=3)[N:8]=2)=[CH:4][CH:3]=[N:2]1. (3) Given the reactants [B:10]1([B:10]2[O:14][C:13]([CH3:16])([CH3:15])[C:12]([CH3:18])([CH3:17])[O:11]2)[O:14][C:13]([CH3:16])([CH3:15])[C:12]([CH3:18])([CH3:17])[O:11]1.Br[C:20]1[CH:25]=[C:24]([F:26])[CH:23]=[CH:22][C:21]=1[Cl:27].C([O-])(=O)C.[K+], predict the reaction product. The product is: [Cl:27][C:21]1[CH:22]=[CH:23][C:24]([F:26])=[CH:25][C:20]=1[B:10]1[O:11][C:12]([CH3:17])([CH3:18])[C:13]([CH3:15])([CH3:16])[O:14]1. (4) Given the reactants [NH2:1][C:2]1[CH:3]=[N:4][CH:5]=[CH:6][CH:7]=1.C(N(CC)CC)C.[Cl-].ClC1N(C)CC[NH+]1C.[CH3:24][O:25][C:26]1[C:27](=[O:50])[C:28]([CH3:49])=[C:29]([CH2:35][C:36]2[CH:37]=[CH:38][C:39]([O:45][C:46](=[O:48])[CH3:47])=[C:40]([CH:44]=2)[C:41](O)=[O:42])[C:30](=[O:34])[C:31]=1[O:32][CH3:33], predict the reaction product. The product is: [N:4]1[CH:5]=[CH:6][CH:7]=[C:2]([NH:1][C:41](=[O:42])[C:40]2[CH:44]=[C:36]([CH2:35][C:29]3[C:30](=[O:34])[C:31]([O:32][CH3:33])=[C:26]([O:25][CH3:24])[C:27](=[O:50])[C:28]=3[CH3:49])[CH:37]=[CH:38][C:39]=2[O:45][C:46](=[O:48])[CH3:47])[CH:3]=1. (5) The product is: [OH:8][C:9]1[CH:10]=[C:11]([CH:16]=[C:17]([O:19][C:20]2[CH:21]=[CH:22][C:23]([C:26]3[O:27][C:28]([CH3:31])=[N:29][N:30]=3)=[CH:24][CH:25]=2)[CH:18]=1)[C:12]([O:14][CH3:15])=[O:13]. Given the reactants C([O:8][C:9]1[CH:10]=[C:11]([CH:16]=[C:17]([O:19][C:20]2[CH:25]=[CH:24][C:23]([C:26]3[O:27][C:28]([CH3:31])=[N:29][N:30]=3)=[CH:22][CH:21]=2)[CH:18]=1)[C:12]([O:14][CH3:15])=[O:13])C1C=CC=CC=1, predict the reaction product. (6) Given the reactants [NH2:1][C:2]([CH2:7][CH2:8][C:9]1[CH:14]=[CH:13][C:12]([CH2:15][CH2:16][CH2:17][CH2:18][CH2:19][CH2:20][CH2:21][CH3:22])=[CH:11][CH:10]=1)([CH2:5][OH:6])[CH2:3][OH:4].[ClH:23], predict the reaction product. The product is: [ClH:23].[NH2:1][C:2]([CH2:7][CH2:8][C:9]1[CH:14]=[CH:13][C:12]([CH2:15][CH2:16][CH2:17][CH2:18][CH2:19][CH2:20][CH2:21][CH3:22])=[CH:11][CH:10]=1)([CH2:5][OH:6])[CH2:3][OH:4]. (7) Given the reactants [H-].[Na+].[CH3:3][CH2:4][O:5][C:6]([CH:8](P(OCC)(OCC)=O)[CH3:9])=[O:7].[C:18]([O:22][C:23]([N:25]1[CH2:30][CH2:29][CH2:28][CH2:27][CH2:26]1)=[O:24])([CH3:21])([CH3:20])[CH3:19], predict the reaction product. The product is: [C:18]([O:22][C:23]([N:25]1[CH2:30][CH2:29][C:28](=[C:8]([C:6]([O:5][CH2:4][CH3:3])=[O:7])[CH3:9])[CH2:27][CH2:26]1)=[O:24])([CH3:21])([CH3:19])[CH3:20]. (8) Given the reactants S1C=CN=C1C(=O)C.[S:9]1[CH:13]=[CH:12][N:11]=[C:10]1[C:14]1[CH:18]=[C:17]([C:19]([F:22])([F:21])[F:20])[N:16]([C:23]2[N:28]=[N:27][C:26]([NH2:29])=[CH:25][CH:24]=2)[N:15]=1.C(N(CC)C(C)C)(C)C.[Br:39][C:40]1[CH:41]=[C:42]([CH:46]=[CH:47][CH:48]=1)[C:43](Cl)=[O:44].C(=O)(O)[O-].[Na+], predict the reaction product. The product is: [S:9]1[CH:13]=[CH:12][N:11]=[C:10]1[C:14]1[CH:18]=[C:17]([C:19]([F:20])([F:22])[F:21])[N:16]([C:23]2[N:28]=[N:27][C:26]([NH2:29])=[CH:25][CH:24]=2)[N:15]=1.[Br:39][C:40]1[CH:41]=[C:42]([CH:46]=[CH:47][CH:48]=1)[C:43]([NH:29][C:26]1[N:27]=[N:28][C:23]([N:16]2[C:17]([C:19]([F:21])([F:20])[F:22])=[CH:18][C:14]([C:10]3[S:9][CH:13]=[CH:12][N:11]=3)=[N:15]2)=[CH:24][CH:25]=1)=[O:44]. (9) Given the reactants Cl[C:2]([O:4][CH3:5])=[O:3].[CH3:6][O:7][C:8](=[O:40])[CH2:9][C@H:10]1[C:14]2[CH:15]=[CH:16][C:17]([O:19][C@H:20]3[C:28]4[C:23](=[C:24]([CH2:33][N:34]5[CH2:39][CH2:38][NH:37][CH2:36][CH2:35]5)[C:25]([C:29]([F:32])([F:31])[F:30])=[CH:26][CH:27]=4)[CH2:22][CH2:21]3)=[CH:18][C:13]=2[O:12][CH2:11]1.C(N(CC)CC)C, predict the reaction product. The product is: [CH3:6][O:7][C:8](=[O:40])[CH2:9][C@H:10]1[C:14]2[CH:15]=[CH:16][C:17]([O:19][C@H:20]3[C:28]4[C:23](=[C:24]([CH2:33][N:34]5[CH2:35][CH2:36][N:37]([C:2]([O:4][CH3:5])=[O:3])[CH2:38][CH2:39]5)[C:25]([C:29]([F:30])([F:31])[F:32])=[CH:26][CH:27]=4)[CH2:22][CH2:21]3)=[CH:18][C:13]=2[O:12][CH2:11]1.